From a dataset of Forward reaction prediction with 1.9M reactions from USPTO patents (1976-2016). Predict the product of the given reaction. (1) Given the reactants [CH3:1][C:2]1[O:6][N:5]=[C:4]([C:7]2[CH:12]=[CH:11][CH:10]=[CH:9][CH:8]=2)[C:3]=1[C:13]1[CH:18]=[CH:17][C:16]([O:19][CH2:20][CH2:21][O:22]C2CCCCO2)=[CH:15][CH:14]=1, predict the reaction product. The product is: [CH3:1][C:2]1[O:6][N:5]=[C:4]([C:7]2[CH:8]=[CH:9][CH:10]=[CH:11][CH:12]=2)[C:3]=1[C:13]1[CH:14]=[CH:15][C:16]([O:19][CH2:20][CH2:21][OH:22])=[CH:17][CH:18]=1. (2) The product is: [ClH:87].[CH3:56][O:57][C:58]1[CH:63]=[CH:62][C:61]([CH2:64][CH2:65][NH:66][C:67]2[CH:72]=[C:71]([C:73]3[CH:78]=[CH:77][CH:76]=[C:75]([CH2:79][C:80]4[NH:84][N:83]=[N:82][N:81]=4)[CH:74]=3)[N:70]=[C:69]([O:85][CH3:86])[N:68]=2)=[CH:60][CH:59]=1. Given the reactants COC1N=C(C2C=C(CC#N)C=CC=2)C=C(NCCC2C=CC(OC)=CC=2)N=1.COC1N=C(C2C=C(C=CC=2)C#N)C=C(NCCC2C=CC(OC)=CC=2)N=1.[CH3:56][O:57][C:58]1[CH:63]=[CH:62][C:61]([CH2:64][CH2:65][NH:66][C:67]2[CH:72]=[C:71]([C:73]3[CH:78]=[CH:77][CH:76]=[C:75]([CH2:79][C:80]4[NH:84][N:83]=[N:82][N:81]=4)[CH:74]=3)[N:70]=[C:69]([O:85][CH3:86])[N:68]=2)=[CH:60][CH:59]=1.[ClH:87], predict the reaction product. (3) Given the reactants [F:1][C:2]([F:14])([F:13])[C:3]1[CH:4]=[C:5]([OH:12])[C:6](=[CH:10][CH:11]=1)[C:7]([OH:9])=[O:8].[CH3:15][CH:16](O)[CH3:17].C1(P(C2C=CC=CC=2)C2C=CC=CC=2)C=CC=CC=1.N(C(OC(C)(C)C)=O)=NC(OC(C)(C)C)=O.[OH-].[Na+], predict the reaction product. The product is: [CH:16]([O:12][C:5]1[CH:4]=[C:3]([C:2]([F:13])([F:14])[F:1])[CH:11]=[CH:10][C:6]=1[C:7]([OH:9])=[O:8])([CH3:17])[CH3:15]. (4) Given the reactants [C:1]([O:5][C:6]([N:8]1[CH2:13][CH2:12][CH:11]([NH:14][CH2:15][CH3:16])[CH2:10][CH2:9]1)=[O:7])([CH3:4])([CH3:3])[CH3:2].C(N(CC)CC)C.[C:24]1([S:30](Cl)(=[O:32])=[O:31])[CH:29]=[CH:28][CH:27]=[CH:26][CH:25]=1, predict the reaction product. The product is: [C:1]([O:5][C:6]([N:8]1[CH2:9][CH2:10][CH:11]([N:14]([CH2:15][CH3:16])[S:30]([C:24]2[CH:29]=[CH:28][CH:27]=[CH:26][CH:25]=2)(=[O:32])=[O:31])[CH2:12][CH2:13]1)=[O:7])([CH3:4])([CH3:3])[CH3:2]. (5) Given the reactants Cl[CH2:2][C:3]1[N:8]=[C:7]([NH:9][C:10](=[O:16])[O:11][CH2:12][CH2:13][C:14]#[CH:15])[CH:6]=[CH:5][CH:4]=1.[I-].[K+].[C:19](/[C:21](=[N:28]\[O-:29])/[C:22]1[CH:27]=[CH:26][CH:25]=[CH:24][CH:23]=1)#[N:20].[Na+], predict the reaction product. The product is: [CH2:12]([O:11][C:10](=[O:16])[NH:9][C:7]1[CH:6]=[CH:5][CH:4]=[C:3]([CH2:2][O:29]/[N:28]=[C:21](\[C:19]#[N:20])/[C:22]2[CH:27]=[CH:26][CH:25]=[CH:24][CH:23]=2)[N:8]=1)[CH2:13][C:14]#[CH:15]. (6) Given the reactants [C:1]([C:3]1[C:4]([F:24])=[C:5]([CH2:9][C:10]2[N:11]=[C:12]3[S:19][C:18]([CH3:20])=[C:17]([C:21]([OH:23])=O)[N:13]3[C:14](=[O:16])[CH:15]=2)[CH:6]=[CH:7][CH:8]=1)#[N:2].[F:25][C:26]([F:30])([F:29])[CH2:27][NH2:28].ON1C2C=CC=CC=2N=N1.C(N(CC)C(C)C)(C)C.C(N1C=CN=C1)(N1C=CN=C1)=S, predict the reaction product. The product is: [C:1]([C:3]1[C:4]([F:24])=[C:5]([CH2:9][C:10]2[N:11]=[C:12]3[S:19][C:18]([CH3:20])=[C:17]([C:21]([NH:28][CH2:27][C:26]([F:30])([F:29])[F:25])=[O:23])[N:13]3[C:14](=[O:16])[CH:15]=2)[CH:6]=[CH:7][CH:8]=1)#[N:2]. (7) Given the reactants [SH:1][C:2]1[CH:7]=[CH:6][CH:5]=[CH:4][N:3]=1.[F:8][CH:9]([F:20])[O:10][C:11]1[CH:19]=[CH:18][C:14]([C:15](Cl)=[O:16])=[CH:13][CH:12]=1, predict the reaction product. The product is: [F:8][CH:9]([F:20])[O:10][C:11]1[CH:12]=[CH:13][C:14]([C:15](=[O:16])[S:1][C:2]2[CH:7]=[CH:6][CH:5]=[CH:4][N:3]=2)=[CH:18][CH:19]=1.